The task is: Binary Classification. Given a drug SMILES string, predict its activity (active/inactive) in a high-throughput screening assay against a specified biological target.. This data is from Cav3 T-type calcium channel HTS with 100,875 compounds. (1) The molecule is S(=O)(=O)(N1CCN(CC1)C(=O)c1sc2n(nc(c2c1)C)c1c(cccc1)C)c1ccc(cc1)C. The result is 0 (inactive). (2) The compound is Clc1ccc(SCCC(=O)NC23CC4CC(C3)CC(C2)C4)cc1. The result is 0 (inactive). (3) The molecule is O=C/1N(CCCC)C(=O)NC(=O)C1=C(\Nc1cc(ccc1)C(O)=O)CC. The result is 0 (inactive).